From a dataset of Drug-target binding data from BindingDB using Ki measurements. Regression. Given a target protein amino acid sequence and a drug SMILES string, predict the binding affinity score between them. We predict pKi (pKi = -log10(Ki in M); higher means stronger inhibition). Dataset: bindingdb_ki. (1) The compound is O=C(CN1CCN(C(=O)c2ccco2)CC1)Nc1cc(C(F)(F)F)ccc1Cl. The target protein sequence is MCGNTMSVPLLTDAATVSGAERETAAVIFLHGLGDTGHSWADALSTIRLPHVKYICPHAPRIPVTLNMKMVMPSWFDLMGLSPDAPEDEAGIKKAAENIKALIEHEMKNGIPANRIVLGGFSQGGALSLYTALTCPHPLAGIVALSCWLPLRRAFPQAANGSAKDLAILQCHGELDPMVPVRFGALTAEKLRSVVTPARVQFKTYPGVMHSSCPQEMAAVKEFLEKLLPPV. The pKi is 5.0. (2) The drug is NS(=O)(=O)NC(=O)OC[C@H]1O[C@@H](n2ccc(=O)[nH]c2=O)C[C@@H]1O. The target protein sequence is MKRARSANIPGAILHSLAELQDGLNAMIDPSWRAVRSLDNWALAITMESTELLDSYPWKWWKNLNATPDLANVRIELVDIFHFSLSGAMQMRSTPDDEIPAASLKPLKEVMTTFLPAKECTSDPYGFVFFPLTDTQNAIASFRNIIQLANAYRFDVIIECIIYAAEDLGFNLVAYYIAKHTLNCIRQLSGYKDGSYVKVNNGVEDNSLLHNCIKDVSLDEVLDADKYVQAWNSIMANVYEAFQIKESDRKDAERWFALAKENRLAIKA. The pKi is 3.5. (3) The drug is CC(C)(C)OC(=O)N[C@@H](CCC[NH2+]CP(=O)([O-])CP(=O)([O-])O)C(=O)[O-]. The target protein (P00480) has sequence MLFNLRILLNNAAFRNGHNFMVRNFRCGQPLQNKVQLKGRDLLTLKNFTGEEIKYMLWLSADLKFRIKQKGEYLPLLQGKSLGMIFEKRSTRTRLSTETGFALLGGHPCFLTTQDIHLGVNESLTDTARVLSSMADAVLARVYKQSDLDTLAKEASIPIINGLSDLYHPIQILADYLTLQEHYSSLKGLTLSWIGDGNNILHSIMMSAAKFGMHLQAATPKGYEPDASVTKLAEQYAKENGTKLLLTNDPLEAAHGGNVLITDTWISMGQEEEKKKRLQAFQGYQVTMKTAKVAASDWTFLHCLPRKPEEVDDEVFYSPRSLVFPEAENRKWTIMAVMVSLLTDYSPQLQKPKF. The pKi is 3.0. (4) The drug is COc1ccc(CNC(=O)c2cc(-c3cc(C)cc(C)c3)nnc2-c2cnn(C)c2)cc1OC. The target protein (O43614) has sequence MSGTKLEDSPPCRNWSSASELNETQEPFLNPTDYDDEEFLRYLWREYLHPKEYEWVLIAGYIIVFVVALIGNVLVCVAVWKNHHMRTVTNYFIVNLSLADVLVTITCLPATLVVDITETWFFGQSLCKVIPYLQTVSVSVSVLTLSCIALDRWYAICHPLMFKSTAKRARNSIVIIWIVSCIIMIPQAIVMECSTVFPGLANKTTLFTVCDERWGGEIYPKMYHICFFLVTYMAPLCLMVLAYLQIFRKLWCRQIPGTSSVVQRKWKPLQPVSQPRGPGQPTKSRMSAVAAEIKQIRARRKTARMLMIVLLVFAICYLPISILNVLKRVFGMFAHTEDRETVYAWFTFSHWLVYANSAANPIIYNFLSGKFREEFKAAFSCCCLGVHHRQEDRLTRGRTSTESRKSLTTQISNFDNISKLSEQVVLTSISTLPAANGAGPLQNW. The pKi is 8.5. (5) The drug is COc1ccccc1N1CCN(CCCCN2C(=O)c3ccccc3C2=O)CC1. The target protein sequence is MQKPEKFLYLPRGAQEEKTREKSASKHQVCRGVKLEPGTLTSMDPLNLSWYSGDIGDRNWSKPLNESGVDQKPQYNYYAMLLTLLIFVIVFGNVLVCMAVSREKALQTTTNYLIVSLAVADLLVATLVMPWVVYLEVVGEWRFSRIHCDIFVTLDVMMCTASILNLCAISIDRYTAVAMPMLYNTRYSSKRRVTVMIAVVWVLSFAISCPLLFGLNNTDENECIIANPAFVVYSSIVSFYVPFIVTLLVYVQIYIVLRRRRKRVNTKRSSHGLDSDTQAPLKDKCTHPEDVKLCTVIVKSNGSFQVNKRKVEVESHIEEMEMVSSTSPLEKTTIKPAAPSNHRLVVPIASTQGTNSTLQAPLDSPGKAEKNGHAKETPRIAKVFEIQSMPNGKLRTSLLKAMNRRKLSQQKEKKATQMLAIVLGVFIICWLPFFITHILNMHCDCSIPPAMYSAFTWLGYVNSAVNPIIYTTFNIEFRKAFMKILHC. The pKi is 7.8. (6) The compound is O=C1NCN(c2ccccc2)C12CCN(C1CCCCCC1)CC2. The target protein (P35370) has sequence MESLFPAPYWEVLYGSHFQGNLSLLNETVPHHLLLNASHSAFLPLGLKVTIVGLYLAVCIGGLLGNCLVMYVILRHTKMKTATNIYIFNLALADTLVLLTLPFQGTDILLGFWPFGNALCKTVIAIDYYNMFTSTFTLTAMSVDRYVAICHPIRALDVRTSSKAQAVNVAIWALASVVGVPVAIMGSAQVEDEEIECLVEIPAPQDYWGPVFAICIFLFSFIIPVLIISVCYSLMIRRLRGVRLLSGSREKDRNLRRITRLVLVVVAVFVGCWTPVQVFVLVQGLGVQPGSETAVAILRFCTALGYVNSCLNPILYAFLDENFKACFRKFCCASSLHREMQVSDRVRSIAKDVGLGCKTSETVPRPA. The pKi is 8.3. (7) The small molecule is CC(C)c1ccccc1Oc1ncccc1NC(=O)Nc1ccc(OC(F)(F)F)cc1. The target protein (Q15391) has sequence MINSTSTQPPDESCSQNLLITQQIIPVLYCMVFIAGILLNGVSGWIFFYVPSSKSFIIYLKNIVIADFVMSLTFPFKILGDSGLGPWQLNVFVCRVSAVLFYVNMYVSIVFFGLISFDRYYKIVKPLWTSFIQSVSYSKLLSVIVWMLMLLLAVPNIILTNQSVREVTQIKCIELKSELGRKWHKASNYIFVAIFWIVFLLLIVFYTAITKKIFKSHLKSSRNSTSVKKKSSRNIFSIVFVFFVCFVPYHIARIPYTKSQTEAHYSCQSKEILRYMKEFTLLLSAANVCLDPIIYFFLCQPFREILCKKLHIPLKAQNDLDISRIKRGNTTLESTDTL. The pKi is 5.5.